From a dataset of Catalyst prediction with 721,799 reactions and 888 catalyst types from USPTO. Predict which catalyst facilitates the given reaction. Reactant: [NH2:1][C@@H:2]([C:10]([OH:12])=O)[CH2:3][C:4]1[CH:9]=[CH:8][CH:7]=[CH:6][CH:5]=1.[C:13]([O:17]NC=O)([CH3:16])([CH3:15])[CH3:14].ON1C2C=CC=CC=2N=N1.Cl.CN(C)CCCN=C=NCC.[CH3:43][O:44][C:45]1[CH:50]=[CH:49][CH:48]=[CH:47][C:46]=1[N:51]1[CH2:56][CH2:55][NH:54][CH2:53][CH2:52]1.CN1CC[O:61][CH2:60]C1. Product: [C:13]([O:17][C:60](=[O:61])[NH:1][C@H:2]([CH2:3][C:4]1[CH:5]=[CH:6][CH:7]=[CH:8][CH:9]=1)[C:10]([N:54]1[CH2:55][CH2:56][N:51]([C:46]2[CH:47]=[CH:48][CH:49]=[CH:50][C:45]=2[O:44][CH3:43])[CH2:52][CH2:53]1)=[O:12])([CH3:14])([CH3:15])[CH3:16]. The catalyst class is: 42.